Dataset: Forward reaction prediction with 1.9M reactions from USPTO patents (1976-2016). Task: Predict the product of the given reaction. Given the reactants [CH2:1]([O:8][C:9]([N:11]([CH2:18][C:19]1[CH:24]=[CH:23][C:22]([NH:25][CH:26]2[CH2:31][CH2:30][CH2:29][N:28]([C:32]([O:34][C:35]([CH3:38])([CH3:37])[CH3:36])=[O:33])[CH2:27]2)=[C:21]([N+:39]([O-])=O)[CH:20]=1)[C@H:12]([C:14]([CH3:17])([CH3:16])[CH3:15])[CH3:13])=[O:10])[C:2]1[CH:7]=[CH:6][CH:5]=[CH:4][CH:3]=1, predict the reaction product. The product is: [NH2:39][C:21]1[CH:20]=[C:19]([CH2:18][N:11]([C:9]([O:8][CH2:1][C:2]2[CH:3]=[CH:4][CH:5]=[CH:6][CH:7]=2)=[O:10])[C@H:12]([C:14]([CH3:15])([CH3:16])[CH3:17])[CH3:13])[CH:24]=[CH:23][C:22]=1[NH:25][CH:26]1[CH2:31][CH2:30][CH2:29][N:28]([C:32]([O:34][C:35]([CH3:36])([CH3:38])[CH3:37])=[O:33])[CH2:27]1.